This data is from Forward reaction prediction with 1.9M reactions from USPTO patents (1976-2016). The task is: Predict the product of the given reaction. (1) Given the reactants P(Cl)(Cl)([Cl:3])=O.[Cl:6][C:7]1[C:8](=O)[N:9]=[C:10]([CH:20]2[CH2:22][CH2:21]2)[NH:11][C:12]=1[CH:13]([O:17][CH2:18][CH3:19])[O:14][CH2:15][CH3:16].CN(C)C=O.C(=O)([O-])[O-].[Na+].[Na+], predict the reaction product. The product is: [Cl:3][C:8]1[C:7]([Cl:6])=[C:12]([CH:13]([O:17][CH2:18][CH3:19])[O:14][CH2:15][CH3:16])[N:11]=[C:10]([CH:20]2[CH2:22][CH2:21]2)[N:9]=1. (2) Given the reactants [NH2:1][C:2]1[C:7]([N+:8]([O-:10])=[O:9])=[C:6]([CH3:11])[N:5]=[C:4](Cl)[N:3]=1.[NH:13]1[CH2:18][CH2:17][O:16][CH2:15][CH2:14]1, predict the reaction product. The product is: [NH2:1][C:2]1[C:7]([N+:8]([O-:10])=[O:9])=[C:6]([CH3:11])[N:5]=[C:4]([N:13]2[CH2:18][CH2:17][O:16][CH2:15][CH2:14]2)[N:3]=1. (3) The product is: [OH:13][CH2:12][CH2:11][CH2:10][N:7]1[CH2:8][CH2:9][N:5]([CH2:4][CH2:3][CH2:2][N:5]2[CH2:4][CH2:3][CH2:2][C@H:34]2[CH3:35])[C:6]1=[C:14]([C:17]#[N:18])[C:15]#[N:16]. Given the reactants Br[CH2:2][CH2:3][CH2:4][N:5]1[CH2:9][CH2:8][N:7]([CH2:10][CH2:11][CH2:12][OH:13])[C:6]1=[C:14]([C:17]#[N:18])[C:15]#[N:16].[OH-].[Na+].[I-].[Na+].C(=O)([O-])[O-].[K+].[K+].Cl.O1[CH2:35][CH2:34]OCC1, predict the reaction product. (4) Given the reactants [F:1][C:2]1[CH:7]=[CH:6][C:5]([C:8]([CH3:26])([CH3:25])[CH2:9][NH:10][C:11]2[N:16]=[N:15][C:14]([C:17]3[CH:18]=[C:19]([CH:22]=[CH:23][CH:24]=3)[C:20]#[N:21])=[N:13][CH:12]=2)=[CH:4][CH:3]=1.C([O-])([O-])=[O:28].[K+].[K+].OO, predict the reaction product. The product is: [F:1][C:2]1[CH:3]=[CH:4][C:5]([C:8]([CH3:26])([CH3:25])[CH2:9][NH:10][C:11]2[N:16]=[N:15][C:14]([C:17]3[CH:18]=[C:19]([CH:22]=[CH:23][CH:24]=3)[C:20]([NH2:21])=[O:28])=[N:13][CH:12]=2)=[CH:6][CH:7]=1. (5) The product is: [Cl:52][CH2:53][CH2:54][O:26][C:23]1[CH:24]=[CH:25][C:20]([CH2:19][N:9]2[C:8](=[O:29])[C:7]([C:5]([NH:37][C:36]3[CH:38]=[CH:39][C:33]([C:32]([F:31])([F:50])[F:51])=[CH:34][C:35]=3[C:40]3[CH:45]=[C:44]([C:46]([F:49])([F:48])[F:47])[N:43]=[CH:42][N:41]=3)=[O:4])=[C:16]([OH:17])[C:11]3([CH2:15][CH2:14][CH2:13][CH2:12]3)[N:10]2[CH3:18])=[C:21]([F:28])[C:22]=1[F:27]. Given the reactants CC(C)C[O:4][C:5]([C:7]1[C:8](=[O:29])[N:9]([CH2:19][C:20]2[CH:25]=[CH:24][C:23]([OH:26])=[C:22]([F:27])[C:21]=2[F:28])[N:10]([CH3:18])[C:11]2([C:16]=1[OH:17])[CH2:15][CH2:14][CH2:13][CH2:12]2)=O.[F:31][C:32]([F:51])([F:50])[C:33]1[CH:39]=[CH:38][C:36]([NH2:37])=[C:35]([C:40]2[CH:45]=[C:44]([C:46]([F:49])([F:48])[F:47])[N:43]=[CH:42][N:41]=2)[CH:34]=1.[Cl:52][CH2:53][CH2:54]Cl.C(=O)([O-])[O-].[K+].[K+], predict the reaction product. (6) Given the reactants [NH2:1][C:2]1[N:7]=[C:6](Cl)[CH:5]=[C:4]([CH3:9])[N:3]=1.[N:10]1[CH:15]=[CH:14][C:13](B(O)O)=[CH:12][C:11]=1[CH3:19].C(=O)([O-])[O-].[K+].[K+], predict the reaction product. The product is: [CH3:9][C:4]1[CH:5]=[C:6]([C:13]2[CH:14]=[CH:15][N:10]=[C:11]([CH3:19])[CH:12]=2)[N:7]=[C:2]([NH2:1])[N:3]=1. (7) Given the reactants [N:1]1[C:10]2[C:5](=[CH:6][CH:7]=[C:8]3[CH:14]=[CH:13][CH:12]=[CH:11][C:9]3=2)[CH:4]=[CH:3][CH:2]=1.[CH3:15][C:16]([O-:18])=[O:17].CC([O-])=O.[Pd+2:23], predict the reaction product. The product is: [C:16]([O-:18])(=[O:17])[CH3:15].[N:1]1[C:10]2[C:5](=[CH:6][CH:7]=[C:8]3[CH:14]=[CH:13][CH:12]=[CH:11][C:9]3=2)[CH:4]=[CH:3][C:2]=1[Pd+:23]. (8) Given the reactants CN(CCO)C.[Li]CCCC.[CH3:12][C:13]1[CH:14]=[N:15][CH:16]=[C:17]([CH3:19])[CH:18]=1.C(Br)(Br)(Br)[Br:21], predict the reaction product. The product is: [Br:21][C:14]1[C:13]([CH3:12])=[CH:18][C:17]([CH3:19])=[CH:16][N:15]=1. (9) Given the reactants Cl.Cl.[NH:3]1[CH2:8][CH2:7][CH:6](/[CH:9]=[C:10]2/[C:11]([NH:16][CH2:17][C:18]#[CH:19])=[N:12][C:13](=[O:15])[S:14]/2)[CH2:5][CH2:4]1.C(=O)([O-])[O-].[K+].[K+].Br[CH2:27][C:28]1[CH:33]=[CH:32][CH:31]=[C:30]([C:34]([F:37])([F:36])[F:35])[CH:29]=1.O, predict the reaction product. The product is: [CH2:17]([NH:16][C:11]1=[N:12][C:13](=[O:15])[S:14]/[C:10]/1=[CH:9]\[CH:6]1[CH2:7][CH2:8][N:3]([CH2:27][C:28]2[CH:33]=[CH:32][CH:31]=[C:30]([C:34]([F:35])([F:36])[F:37])[CH:29]=2)[CH2:4][CH2:5]1)[C:18]#[CH:19].